Dataset: Retrosynthesis with 50K atom-mapped reactions and 10 reaction types from USPTO. Task: Predict the reactants needed to synthesize the given product. (1) Given the product Cc1cc2cccc(C(C)C)c2n1C, predict the reactants needed to synthesize it. The reactants are: CI.Cc1cc2cccc(C(C)C)c2[nH]1. (2) Given the product C[C@H]1C[C@H](OS(C)(=O)=O)[C@@H](CN=[N+]=[N-])O1, predict the reactants needed to synthesize it. The reactants are: CS(=O)(=O)Cl.C[C@H]1C[C@H](O)[C@@H](CN=[N+]=[N-])O1. (3) Given the product [O-][n+]1ccc(C(F)F)cc1, predict the reactants needed to synthesize it. The reactants are: FC(F)c1ccncc1.O=C(OO)c1cccc(Cl)c1. (4) Given the product Cc1nc(NC(=O)c2c(F)cccc2F)sc1-c1ccnc(C#N)c1, predict the reactants needed to synthesize it. The reactants are: Cc1nc(NC(=O)c2c(F)cccc2F)sc1-c1ccnc(Br)c1.[C-]#N. (5) The reactants are: CS(N)(=O)=O.Cc1oc(-c2ccc(C(F)(F)F)cc2)nc1COc1ccc2c(ccn2CC(=O)O)c1. Given the product Cc1oc(-c2ccc(C(F)(F)F)cc2)nc1COc1ccc2c(ccn2CC(=O)NS(C)(=O)=O)c1, predict the reactants needed to synthesize it. (6) Given the product Nc1ccc2c(N3CCN(C(=O)Nc4ccc(F)cc4)CC3)ccnc2c1, predict the reactants needed to synthesize it. The reactants are: O=C(Nc1ccc(F)cc1)N1CCN(c2ccnc3cc([N+](=O)[O-])ccc23)CC1. (7) Given the product COc1ccc(S(=O)(=O)N2CCC3=Cc4c(cnn4-c4ccc(F)cc4)C[C@]3(C(=O)OCC3CCC3)C2)cn1, predict the reactants needed to synthesize it. The reactants are: BrCC1CCC1.COc1ccc(S(=O)(=O)N2CCC3=Cc4c(cnn4-c4ccc(F)cc4)C[C@]3(C(=O)O)C2)cn1. (8) Given the product CSc1ncnc2cc(C#CC(C)(C)O)ccc12, predict the reactants needed to synthesize it. The reactants are: C#CC(C)(C)O.CSc1ncnc2cc(OS(=O)(=O)C(F)(F)F)ccc12.